Dataset: Peptide-MHC class I binding affinity with 185,985 pairs from IEDB/IMGT. Task: Regression. Given a peptide amino acid sequence and an MHC pseudo amino acid sequence, predict their binding affinity value. This is MHC class I binding data. (1) The binding affinity (normalized) is 0.655. The peptide sequence is KAWGKSIIF. The MHC is HLA-B58:01 with pseudo-sequence HLA-B58:01. (2) The peptide sequence is FHRKKTDAL. The MHC is HLA-A02:03 with pseudo-sequence HLA-A02:03. The binding affinity (normalized) is 0.0847. (3) The peptide sequence is LADQLIHLHY. The MHC is HLA-A02:01 with pseudo-sequence HLA-A02:01. The binding affinity (normalized) is 0. (4) The peptide sequence is LLSEMLNKEY. The MHC is HLA-A29:02 with pseudo-sequence HLA-A29:02. The binding affinity (normalized) is 0.423. (5) The peptide sequence is SLKIMIQSM. The MHC is HLA-B08:01 with pseudo-sequence HLA-B08:01. The binding affinity (normalized) is 0.916. (6) The peptide sequence is EEVAIILASF. The MHC is HLA-B44:03 with pseudo-sequence HLA-B44:03. The binding affinity (normalized) is 0.727.